Dataset: Full USPTO retrosynthesis dataset with 1.9M reactions from patents (1976-2016). Task: Predict the reactants needed to synthesize the given product. Given the product [Cl:14][C:9]1[CH:10]=[CH:11][CH:12]=[C:13]2[C:8]=1[CH2:7][CH2:6][NH:5][C:4]2=[O:3], predict the reactants needed to synthesize it. The reactants are: C([O:3][C:4](=O)[NH:5][CH2:6][CH2:7][C:8]1[CH:13]=[CH:12][CH:11]=[CH:10][C:9]=1[Cl:14])C.O=P12OP3(OP(OP(O3)(O1)=O)(=O)O2)=O.